The task is: Predict the product of the given reaction.. This data is from Forward reaction prediction with 1.9M reactions from USPTO patents (1976-2016). The product is: [CH2:22]([O:21][C:15]1[CH:16]=[CH:17][CH:18]=[C:19]2[C:14]=1[CH2:13][N:12]([CH:25]([C:26]1[CH:31]=[CH:30][CH:29]=[CH:28][CH:27]=1)[C:32]1[CH:33]=[CH:34][CH:35]=[CH:36][CH:37]=1)[C@@H:11]([C@@H:10]([OH:9])[C@@H:6]([NH2:7])[CH2:5][C:4]1[CH:39]=[C:40]([F:42])[CH:41]=[C:2]([F:1])[CH:3]=1)[CH2:20]2)[CH:23]=[CH2:24]. Given the reactants [F:1][C:2]1[CH:3]=[C:4]([CH:39]=[C:40]([F:42])[CH:41]=1)[CH2:5][C@H:6]1[C@@H:10]([C@H:11]2[CH2:20][C:19]3[C:14](=[C:15]([O:21][CH2:22][CH:23]=[CH2:24])[CH:16]=[CH:17][CH:18]=3)[CH2:13][N:12]2[CH:25]([C:32]2[CH:37]=[CH:36][CH:35]=[CH:34][CH:33]=2)[C:26]2[CH:31]=[CH:30][CH:29]=[CH:28][CH:27]=2)[O:9]C(=O)[NH:7]1.[Li+].[OH-].C(OCC)C, predict the reaction product.